Dataset: Catalyst prediction with 721,799 reactions and 888 catalyst types from USPTO. Task: Predict which catalyst facilitates the given reaction. (1) Reactant: [NH2:1][C:2]1[CH:3]=[CH:4][C:5]([O:8][CH3:9])=[N:6][CH:7]=1.C([O-])([O-])=O.[K+].[K+].[I-].C([N+]1(C)[CH2:29][CH2:28][C:27](=[O:30])[CH2:26][CH2:25]1)C1C=CC=CC=1. Product: [CH3:9][O:8][C:5]1[N:6]=[CH:7][C:2]([N:1]2[CH2:29][CH2:28][C:27](=[O:30])[CH2:26][CH2:25]2)=[CH:3][CH:4]=1. The catalyst class is: 40. (2) The catalyst class is: 232. Reactant: Br.[N+:2]([C:5]1[CH:10]=[CH:9][C:8]([CH2:11][C@@H:12]([C:14]2[N:15]=[C:16]([C:19]3[CH:24]=[CH:23][CH:22]=[CH:21][CH:20]=3)[S:17][CH:18]=2)[NH2:13])=[CH:7][CH:6]=1)([O-:4])=[O:3].C([O-])([O-])=O.[Ca+2].C(Cl)(Cl)(Cl)Cl.[C:35](Cl)(Cl)=[S:36]. Product: [N:13]([C@H:12]([C:14]1[N:15]=[C:16]([C:19]2[CH:20]=[CH:21][CH:22]=[CH:23][CH:24]=2)[S:17][CH:18]=1)[CH2:11][C:8]1[CH:7]=[CH:6][C:5]([N+:2]([O-:4])=[O:3])=[CH:10][CH:9]=1)=[C:35]=[S:36]. (3) Reactant: [C:1]([OH:5])(=O)[CH:2]=[CH2:3].CN1CCOCC1.ClC(OCC(C)C)=O.[C:21]([O:25][C:26](=[O:35])[NH:27][C:28]1[CH:33]=[CH:32][CH:31]=[CH:30][C:29]=1[NH2:34])([CH3:24])([CH3:23])[CH3:22]. Product: [C:21]([O:25][C:26](=[O:35])[NH:27][C:28]1[CH:33]=[CH:32][CH:31]=[CH:30][C:29]=1[NH:34][C:1](=[O:5])[CH:2]=[CH2:3])([CH3:24])([CH3:22])[CH3:23]. The catalyst class is: 4. (4) Reactant: [OH:1][C:2]1[C:3](=O)[CH:4]=[C:5]([O:22]C)[C:6](=[O:21])[C:7]=1[CH2:8][CH2:9][CH2:10][CH2:11][CH2:12][CH2:13][CH2:14][CH2:15][CH2:16][CH2:17][CH2:18][CH2:19][CH3:20].[CH2:25]([NH2:31])[CH2:26][CH2:27][CH2:28][CH2:29][CH3:30].C([O-])(O)=O.[Na+]. Product: [CH2:25]([NH:31][C:3]1[C:2](=[O:1])[C:7]([CH2:8][CH2:9][CH2:10][CH2:11][CH2:12][CH2:13][CH2:14][CH2:15][CH2:16][CH2:17][CH2:18][CH2:19][CH3:20])=[C:6]([OH:21])[C:5](=[O:22])[CH:4]=1)[CH2:26][CH2:27][CH2:28][CH2:29][CH3:30]. The catalyst class is: 14. (5) Reactant: [CH3:1][O:2][C:3](=[O:18])[C:4]1[CH:9]=[C:8]([N+:10]([O-])=O)[CH:7]=[CH:6][C:5]=1[O:13][C:14]([F:17])([F:16])[F:15]. Product: [CH3:1][O:2][C:3](=[O:18])[C:4]1[CH:9]=[C:8]([NH2:10])[CH:7]=[CH:6][C:5]=1[O:13][C:14]([F:15])([F:17])[F:16]. The catalyst class is: 8. (6) Reactant: Cl[C:2]1[C:7]2[Se:8][C:9]3[CH2:14][CH2:13][CH2:12][CH2:11][C:10]=3[C:6]=2[N:5]=[CH:4][N:3]=1.[Cl:15][C:16]1[CH:17]=[C:18]([CH:20]=[CH:21][C:22]=1[F:23])[NH2:19].[K+].[Br-]. Product: [Cl:15][C:16]1[CH:17]=[C:18]([NH:19][C:4]2[N:3]=[CH:2][C:7]3[Se:8][C:9]4[CH2:14][CH2:13][CH2:12][CH2:11][C:10]=4[C:6]=3[N:5]=2)[CH:20]=[CH:21][C:22]=1[F:23]. The catalyst class is: 32. (7) Reactant: [F:1][CH:2]([F:12])[C:3]1[S:7][C:6]([C:8](OC)=[O:9])=[CH:5][CH:4]=1.CO.[BH4-].[Na+]. Product: [F:1][CH:2]([F:12])[C:3]1[S:7][C:6]([CH2:8][OH:9])=[CH:5][CH:4]=1. The catalyst class is: 1. (8) Reactant: Br[C:2]1[S:3][C:4]2[CH:10]=[C:9]([C:11]([O:13][CH2:14][CH3:15])=[O:12])[CH:8]=[CH:7][C:5]=2[N:6]=1.[CH3:16][S-:17].[Na+]. Product: [CH3:16][S:17][C:2]1[S:3][C:4]2[CH:10]=[C:9]([C:11]([O:13][CH2:14][CH3:15])=[O:12])[CH:8]=[CH:7][C:5]=2[N:6]=1. The catalyst class is: 1.